This data is from Full USPTO retrosynthesis dataset with 1.9M reactions from patents (1976-2016). The task is: Predict the reactants needed to synthesize the given product. (1) Given the product [CH3:6][NH:5][C:3]([CH2:2][O:1][C:25]1[CH:26]=[C:27]2[C:22](=[CH:23][CH:24]=1)[N:21]=[CH:20][N:19]=[C:18]2[NH:16][C:8]1[S:9][C:10]2[C:15]([N:7]=1)=[CH:14][CH:13]=[CH:12][N:11]=2)=[O:4], predict the reactants needed to synthesize it. The reactants are: [OH:1][CH2:2][C:3]([NH:5][CH3:6])=[O:4].[N:7]1[C:15]2[C:10](=[N:11][CH:12]=[CH:13][CH:14]=2)[S:9][C:8]=1[NH2:16].Cl[C:18]1[C:27]2[C:22](=[CH:23][CH:24]=[C:25](O)[CH:26]=2)[N:21]=[CH:20][N:19]=1. (2) Given the product [C:31]([N:28]1[CH2:29][CH2:30][CH:25]([C:23]2[N:12]3[C@@H:13]([C:17]4[CH:22]=[CH:21][CH:20]=[CH:19][N:18]=4)[CH2:14][O:15][C:16]4=[C:11]3[C:10](=[CH:9][CH:8]=[C:7]4[C:6]3[C:2]([CH3:1])=[N:3][O:4][C:5]=3[CH3:38])[N:24]=2)[CH2:26][CH2:27]1)(=[O:32])[CH3:40], predict the reactants needed to synthesize it. The reactants are: [CH3:1][C:2]1[C:6]([C:7]2[C:16]3[O:15][CH2:14][C@H:13]([C:17]4[CH:22]=[CH:21][CH:20]=[CH:19][N:18]=4)[N:12]4[C:23]([CH:25]5[CH2:30][CH2:29][N:28]([C:31](OC(C)(C)C)=[O:32])[CH2:27][CH2:26]5)=[N:24][C:10]([C:11]=34)=[CH:9][CH:8]=2)=[C:5]([CH3:38])[O:4][N:3]=1.Cl.[CH2:40](N(CC)CC)C.C(Cl)(=O)C.